From a dataset of Forward reaction prediction with 1.9M reactions from USPTO patents (1976-2016). Predict the product of the given reaction. (1) Given the reactants [Cl:1][C:2]1[CH:19]=[CH:18][CH:17]=[C:16]([F:20])[C:3]=1[C:4]([NH:6][C:7]1[CH:15]=[C:14]2[C:10]([CH:11]=[N:12][NH:13]2)=[CH:9][CH:8]=1)=[O:5].[F:21][C:22]1[CH:27]=[CH:26][C:25]([S:28](Cl)(=[O:30])=[O:29])=[CH:24][CH:23]=1, predict the reaction product. The product is: [Cl:1][C:2]1[CH:19]=[CH:18][CH:17]=[C:16]([F:20])[C:3]=1[C:4]([NH:6][C:7]1[CH:15]=[C:14]2[C:10]([CH:11]=[N:12][N:13]2[S:28]([C:25]2[CH:26]=[CH:27][C:22]([F:21])=[CH:23][CH:24]=2)(=[O:30])=[O:29])=[CH:9][CH:8]=1)=[O:5]. (2) Given the reactants F[C:2]1[CH:3]=[N:4][CH:5]=[C:6]([N:8]2[CH:12]=[C:11]([C:13]#[C:14][C:15]3[CH:20]=[CH:19][N:18]=[C:17]([CH3:21])[CH:16]=3)[N:10]=[C:9]2[CH3:22])[CH:7]=1.C(=O)([O-])[O-].[K+].[K+].Cl.[CH3:30][NH:31][CH3:32].O, predict the reaction product. The product is: [CH3:30][N:31]([CH3:32])[C:2]1[CH:3]=[N:4][CH:5]=[C:6]([N:8]2[CH:12]=[C:11]([C:13]#[C:14][C:15]3[CH:20]=[CH:19][N:18]=[C:17]([CH3:21])[CH:16]=3)[N:10]=[C:9]2[CH3:22])[CH:7]=1. (3) Given the reactants [CH2:1]([C:8]1[N:9]=[CH:10][NH:11][CH:12]=1)[C:2]1[CH:7]=[CH:6][CH:5]=[CH:4][CH:3]=1.C([O-])([O-])=O.[K+].[K+].C([O-])([O-])=O.[Cs+].[Cs+].[CH2:25](OS(C)(=O)=O)[CH2:26][C:27]1[CH:32]=[CH:31][CH:30]=[CH:29][CH:28]=1, predict the reaction product. The product is: [CH2:1]([C:8]1[N:9]=[CH:10][N:11]([CH2:25][CH2:26][C:27]2[CH:32]=[CH:31][CH:30]=[CH:29][CH:28]=2)[CH:12]=1)[C:2]1[CH:3]=[CH:4][CH:5]=[CH:6][CH:7]=1.